This data is from Forward reaction prediction with 1.9M reactions from USPTO patents (1976-2016). The task is: Predict the product of the given reaction. (1) The product is: [NH2:1][C@@H:2]([CH2:7][CH2:8][CH3:9])[CH2:3][C:4]([OH:6])=[O:5]. Given the reactants [NH2:1][C@@H:2]([CH2:7][CH2:8][CH2:9]CC)[CH2:3][C:4]([OH:6])=[O:5].C(OCC)(=O)C=CCCC.CC(OC(OC(OC(C)(C)C)=O)=O)(C)C.C(C([C@@H](N)CCC)C(O)=O)(OC(C)(C)C)=O.C(N[C@@H](CCCCC)CC(O)=O)(OC(C)(C)C)=O, predict the reaction product. (2) The product is: [F:1][C:2]1[CH:3]=[C:4]([C@@:9]2([OH:24])[CH2:14][CH2:13][N:12]([C:15]([O:17][C:18]([CH3:20])([CH3:19])[CH3:21])=[O:16])[CH2:11][C@@H:10]2[C:22]#[CH:25])[CH:5]=[CH:6][C:7]=1[F:8]. Given the reactants [F:1][C:2]1[CH:3]=[C:4]([C@@:9]2([OH:24])[CH2:14][CH2:13][N:12]([C:15]([O:17][C:18]([CH3:21])([CH3:20])[CH3:19])=[O:16])[CH2:11][C@@H:10]2[CH:22]=O)[CH:5]=[CH:6][C:7]=1[F:8].[C:25](=O)([O-])[O-].[K+].[K+], predict the reaction product.